From a dataset of Catalyst prediction with 721,799 reactions and 888 catalyst types from USPTO. Predict which catalyst facilitates the given reaction. (1) Reactant: [S:1]1[C:5]2[CH:6]=[CH:7][CH:8]=[CH:9][C:4]=2[C:3]([CH2:10][C:11](O)=[O:12])=[CH:2]1.[H-].[H-].[H-].[H-].[Li+].[Al+3]. Product: [S:1]1[CH:2]=[C:3]([CH2:10][CH2:11][OH:12])[C:4]2[CH:9]=[CH:8][CH:7]=[CH:6][C:5]1=2. The catalyst class is: 1. (2) Reactant: CS([C:5]1[N:10]=[C:9]([N:11]2[C:19]3[C:14](=[CH:15][CH:16]=[CH:17][CH:18]=3)[CH:13]=[N:12]2)[CH:8]=[CH:7][N:6]=1)(=O)=O.[CH2:20]([O:22][C:23]([C@H:25]1[CH2:30][CH2:29][C@H:28]([NH2:31])[CH2:27][CH2:26]1)=[O:24])[CH3:21]. Product: [CH2:20]([O:22][C:23]([C@H:25]1[CH2:30][CH2:29][C@H:28]([NH:31][C:5]2[N:10]=[C:9]([N:11]3[C:19]4[C:14](=[CH:15][CH:16]=[CH:17][CH:18]=4)[CH:13]=[N:12]3)[CH:8]=[CH:7][N:6]=2)[CH2:27][CH2:26]1)=[O:24])[CH3:21]. The catalyst class is: 1. (3) Reactant: [Cl:1][C:2]1[CH:7]=[CH:6][N:5]=[C:4]2[CH:8]=[C:9]([C:11]3[N:12]=[C:13]([CH:18]=O)[N:14]([CH2:16][CH3:17])[CH:15]=3)[S:10][C:3]=12.[CH3:20][NH:21][CH3:22].C([BH3-])#N.[Na+]. Product: [Cl:1][C:2]1[CH:7]=[CH:6][N:5]=[C:4]2[CH:8]=[C:9]([C:11]3[N:12]=[C:13]([CH2:18][N:21]([CH3:22])[CH3:20])[N:14]([CH2:16][CH3:17])[CH:15]=3)[S:10][C:3]=12. The catalyst class is: 130. (4) The catalyst class is: 12. Reactant: [CH3:1][N:2]1[CH:6]=[C:5]([C:7]2[CH:8]=[CH:9][C:10]3[N:11]([C:13]([CH2:16][C:17]4[CH:18]=[CH:19][C:20]5[N:21]([C:23]([CH:26]=[CH2:27])=[CH:24][N:25]=5)[CH:22]=4)=[CH:14][N:15]=3)[N:12]=2)[CH:4]=[N:3]1.[OH2:28].[O-][Mn](=O)(=O)=O.[K+].[OH-:35].[Na+]. Product: [CH3:1][N:2]1[CH:6]=[C:5]([C:7]2[CH:8]=[CH:9][C:10]3[N:11]([C:13]([CH2:16][C:17]4[CH:18]=[CH:19][C:20]5[N:21]([C:23]([CH:26]([OH:35])[CH2:27][OH:28])=[CH:24][N:25]=5)[CH:22]=4)=[CH:14][N:15]=3)[N:12]=2)[CH:4]=[N:3]1. (5) Reactant: C(NC(C)C)(C)C.C([Li])CCC.[Cl:13][C:14]1[CH:19]=[CH:18][C:17]([Cl:20])=[CH:16][N:15]=1.Cl[Sn:22]([CH3:25])([CH3:24])[CH3:23].[Cl-].[NH4+]. Product: [Cl:13][C:14]1[CH:19]=[C:18]([Sn:22]([CH3:25])([CH3:24])[CH3:23])[C:17]([Cl:20])=[CH:16][N:15]=1. The catalyst class is: 20. (6) Reactant: [N+:1]([C:4]1[CH:17]=[CH:16][C:7]2[O:8][C:9]3[CH2:15][CH2:14][CH2:13][CH2:12][CH2:11][C:10]=3[C:6]=2[CH:5]=1)([O-])=O. Product: [CH:5]1[C:6]2[C:10]3[CH2:11][CH2:12][CH2:13][CH2:14][CH2:15][C:9]=3[O:8][C:7]=2[CH:16]=[CH:17][C:4]=1[NH2:1]. The catalyst class is: 470. (7) The catalyst class is: 6. Reactant: Cl[C:2]1[CH:7]=[C:6]([C:8]2[CH2:13][CH2:12][N:11]([C:14]([O:16][C:17]([CH3:20])([CH3:19])[CH3:18])=[O:15])[CH2:10][CH:9]=2)[CH:5]=[C:4]([Cl:21])[N:3]=1.[CH3:22][NH:23][CH2:24][CH2:25][OH:26]. Product: [Cl:21][C:4]1[CH:5]=[C:6]([C:8]2[CH2:13][CH2:12][N:11]([C:14]([O:16][C:17]([CH3:20])([CH3:19])[CH3:18])=[O:15])[CH2:10][CH:9]=2)[CH:7]=[C:2]([N:23]([CH2:24][CH2:25][OH:26])[CH3:22])[N:3]=1. (8) Reactant: P(Br)(Br)[Br:2].[CH2:5]([O:7][C:8]1[CH:13]=[C:12]([CH2:14]O)[CH:11]=[C:10]([O:16][CH2:17][CH3:18])[C:9]=1[C:19]1[CH:24]=[CH:23][C:22]([F:25])=[CH:21][CH:20]=1)[CH3:6].S([O-])([O-])(=O)=O.[Na+].[Na+].C(OCC)(=O)C. Product: [Br:2][CH2:14][C:12]1[CH:13]=[C:8]([O:7][CH2:5][CH3:6])[C:9]([C:19]2[CH:24]=[CH:23][C:22]([F:25])=[CH:21][CH:20]=2)=[C:10]([O:16][CH2:17][CH3:18])[CH:11]=1. The catalyst class is: 11. (9) Reactant: [F:1][C:2]1[CH:10]=[C:9]2[C:5]([C:6]([C:11]3[CH:12]=[C:13]4[C:17](=[CH:18][CH:19]=3)[N:16]([CH:20]3[CH2:25][CH2:24][N:23](C(OC(C)(C)C)=O)[CH2:22][CH2:21]3)[N:15]=[CH:14]4)=[CH:7][NH:8]2)=[CH:4][CH:3]=1.Cl. Product: [F:1][C:2]1[CH:10]=[C:9]2[C:5]([C:6]([C:11]3[CH:12]=[C:13]4[C:17](=[CH:18][CH:19]=3)[N:16]([CH:20]3[CH2:25][CH2:24][NH:23][CH2:22][CH2:21]3)[N:15]=[CH:14]4)=[CH:7][NH:8]2)=[CH:4][CH:3]=1. The catalyst class is: 12. (10) Reactant: C([O:3][C:4](=O)[CH:5]([C:7]1[O:11][C:10]([C:12]2[CH:17]=[CH:16][C:15]([C:18]([F:21])([F:20])[F:19])=[CH:14][CH:13]=2)=[N:9][C:8]=1[CH:22]([CH3:24])[CH3:23])[CH3:6])C.[CH:22]([C:8]1[N:9]=[C:10]([C:12]2[CH:17]=[CH:16][C:15]([C:18]([F:21])([F:20])[F:19])=[CH:14][CH:13]=2)[O:11][C:7]=1[CH:5]([CH3:6])[CH2:4][OH:3])([CH3:24])[CH3:23].O1CCCC1.[H-].[Al+3].[Li+].[H-].[H-].[H-].Cl. Product: [CH:22]([C:8]1[N:9]=[C:10]([C:12]2[CH:13]=[CH:14][C:15]([C:18]([F:20])([F:21])[F:19])=[CH:16][CH:17]=2)[O:11][C:7]=1[CH:5]([CH3:6])[CH2:4][OH:3])([CH3:23])[CH3:24]. The catalyst class is: 13.